From a dataset of Forward reaction prediction with 1.9M reactions from USPTO patents (1976-2016). Predict the product of the given reaction. (1) Given the reactants [Cl:1][C:2]1[CH:27]=[C:26]([Cl:28])[CH:25]=[CH:24][C:3]=1[O:4][C:5]1[CH:10]=[CH:9][CH:8]=[CH:7][C:6]=1[NH:11][S:12]([C:15]1[CH:23]=[CH:22][C:18]([C:19](O)=[O:20])=[CH:17][CH:16]=1)(=[O:14])=[O:13].Cl.[CH2:30]([O:37][C:38](=[O:44])[C@@H:39]1[CH2:43][CH2:42][CH2:41][NH:40]1)[C:31]1[CH:36]=[CH:35][CH:34]=[CH:33][CH:32]=1, predict the reaction product. The product is: [CH2:30]([O:37][C:38]([C@@H:39]1[CH2:43][CH2:42][CH2:41][N:40]1[C:19](=[O:20])[C:18]1[CH:17]=[CH:16][C:15]([S:12](=[O:13])(=[O:14])[NH:11][C:6]2[CH:7]=[CH:8][CH:9]=[CH:10][C:5]=2[O:4][C:3]2[CH:24]=[CH:25][C:26]([Cl:28])=[CH:27][C:2]=2[Cl:1])=[CH:23][CH:22]=1)=[O:44])[C:31]1[CH:32]=[CH:33][CH:34]=[CH:35][CH:36]=1. (2) Given the reactants [Br:1][C:2]1[CH:7]=[CH:6][C:5]([N:8]=[C:9]=[O:10])=[CH:4][CH:3]=1.[N-:11]=[N+:12]=[N-:13].[Na+].[Al+3].[Cl-].[Cl-].[Cl-], predict the reaction product. The product is: [Br:1][C:2]1[CH:7]=[CH:6][C:5]([N:8]2[C:9](=[O:10])[NH:13][N:12]=[N:11]2)=[CH:4][CH:3]=1.